The task is: Predict which catalyst facilitates the given reaction.. This data is from Catalyst prediction with 721,799 reactions and 888 catalyst types from USPTO. (1) Reactant: [NH2:1][C:2]1[N:3]([CH3:17])[C:4](=[O:16])[C:5]2([C:14]3[CH:13]=[C:12](Br)[S:11][C:10]=3[CH2:9][CH2:8][CH2:7]2)[N:6]=1.[C:18]([C:20]1[CH:21]=[C:22](B(O)O)[CH:23]=[CH:24][CH:25]=1)#[N:19].C([O-])([O-])=O.[Cs+].[Cs+]. Product: [NH2:1][C:2]1[N:3]([CH3:17])[C:4](=[O:16])[C:5]2([C:14]3[CH:13]=[C:12]([C:24]4[CH:25]=[C:20]([CH:21]=[CH:22][CH:23]=4)[C:18]#[N:19])[S:11][C:10]=3[CH2:9][CH2:8][CH2:7]2)[N:6]=1. The catalyst class is: 151. (2) Reactant: [Cl:1][C:2]([Cl:28])([Cl:27])[CH2:3][O:4][C:5]([N:7]1[C:19]2[CH2:18][N:17](C(OC(C)(C)C)=O)[CH2:16][CH2:15][C:14]=2[C:13]2[C:8]1=[CH:9][CH:10]=[CH:11][CH:12]=2)=[O:6].FC(F)(F)C(O)=O. Product: [Cl:28][C:2]([Cl:1])([Cl:27])[CH2:3][O:4][C:5]([N:7]1[C:19]2[CH2:18][NH:17][CH2:16][CH2:15][C:14]=2[C:13]2[C:8]1=[CH:9][CH:10]=[CH:11][CH:12]=2)=[O:6]. The catalyst class is: 4. (3) Reactant: [NH2:1][C:2]1[CH:10]=[C:9]2[C:5]([CH:6]=[N:7][NH:8]2)=[CH:4][C:3]=1[O:11][C:12]1[CH:17]=[CH:16][C:15]([NH:18][C:19]([C:21]2[C:22](=[O:34])[N:23]([C:28]3[CH:33]=[CH:32][CH:31]=[CH:30][CH:29]=3)[C:24]([CH3:27])=[CH:25][CH:26]=2)=[O:20])=[CH:14][C:13]=1[F:35].[CH3:36][S:37]([OH:40])(=[O:39])=[O:38]. Product: [CH3:36][S:37]([OH:40])(=[O:39])=[O:38].[NH2:1][C:2]1[CH:10]=[C:9]2[C:5]([CH:6]=[N:7][NH:8]2)=[CH:4][C:3]=1[O:11][C:12]1[CH:17]=[CH:16][C:15]([NH:18][C:19]([C:21]2[C:22](=[O:34])[N:23]([C:28]3[CH:29]=[CH:30][CH:31]=[CH:32][CH:33]=3)[C:24]([CH3:27])=[CH:25][CH:26]=2)=[O:20])=[CH:14][C:13]=1[F:35]. The catalyst class is: 21. (4) Reactant: [Br:1][C:2]1[CH:7]=[C:6]([CH2:8][C:9]2[CH:14]=[CH:13][C:12]([O:15][CH2:16][CH3:17])=[CH:11][CH:10]=2)[C:5]([Cl:18])=[CH:4][C:3]=1[OH:19].C(=O)([O-])[O-].[K+].[K+].[CH2:26](Br)[CH:27]=[CH2:28]. Product: [CH2:28]([O:19][C:3]1[CH:4]=[C:5]([Cl:18])[C:6]([CH2:8][C:9]2[CH:10]=[CH:11][C:12]([O:15][CH2:16][CH3:17])=[CH:13][CH:14]=2)=[CH:7][C:2]=1[Br:1])[CH:27]=[CH2:26]. The catalyst class is: 21. (5) Reactant: Br[C:2]1[S:6][C:5]([CH2:7][N:8]([CH2:21][C:22]([F:25])([F:24])[F:23])[C:9]2[CH:16]=[CH:15][C:12]([C:13]#[N:14])=[C:11]([C:17]([F:20])([F:19])[F:18])[CH:10]=2)=[CH:4][CH:3]=1.[C:26]([Cu])#[N:27]. Product: [C:13]([C:12]1[CH:15]=[CH:16][C:9]([N:8]([CH2:7][C:5]2[S:6][C:2]([C:26]#[N:27])=[CH:3][CH:4]=2)[CH2:21][C:22]([F:25])([F:24])[F:23])=[CH:10][C:11]=1[C:17]([F:20])([F:19])[F:18])#[N:14]. The catalyst class is: 3. (6) Reactant: [C:1]([O:5][C:6]([NH:8][N:9]=[CH:10][C:11]([CH3:14])([CH3:13])[CH3:12])=[O:7])([CH3:4])([CH3:3])[CH3:2].[CH2:15]([Si@@]1(Cl)N(C)[C@H](C)C(C2C=CC=CC=2)O1)[CH:16]=[CH2:17]. Product: [C:1]([O:5][C:6]([NH:8][NH:9][C@H:10]([C:11]([CH3:14])([CH3:13])[CH3:12])[CH2:17][CH:16]=[CH2:15])=[O:7])([CH3:4])([CH3:3])[CH3:2]. The catalyst class is: 2. (7) Reactant: [Br:1][C:2]1[C:6]2[CH:7]=[N:8][CH:9]=[CH:10][C:5]=2[S:4][CH:3]=1.O1CCC[CH2:12]1.C(NC(C)C)(C)C.[Li].C1CCCCC1.CI. Product: [Br:1][C:2]1[C:6]2[CH:7]=[N:8][CH:9]=[CH:10][C:5]=2[S:4][C:3]=1[CH3:12]. The catalyst class is: 1.